This data is from Forward reaction prediction with 1.9M reactions from USPTO patents (1976-2016). The task is: Predict the product of the given reaction. Given the reactants [F:1][C:2]1[CH:9]=[CH:8][CH:7]=[C:6]([OH:10])[C:3]=1[CH:4]=O.[F:11][C:12]([F:21])([F:20])/[CH:13]=[CH:14]/[C:15]([O:17][CH2:18][CH3:19])=[O:16].C(N(CC)CC)C.C(=O)([O-])[O-].[K+].[K+], predict the reaction product. The product is: [F:1][C:2]1[CH:9]=[CH:8][CH:7]=[C:6]2[C:3]=1[CH:4]=[C:14]([C:15]([O:17][CH2:18][CH3:19])=[O:16])[CH:13]([C:12]([F:11])([F:21])[F:20])[O:10]2.